From a dataset of Full USPTO retrosynthesis dataset with 1.9M reactions from patents (1976-2016). Predict the reactants needed to synthesize the given product. The reactants are: [CH3:1][S:2]([CH:5]1[CH2:10][CH2:9][N:8](C(OC(C)(C)C)=O)[CH2:7][CH2:6]1)(=[O:4])=[O:3].[ClH:18]. Given the product [ClH:18].[CH3:1][S:2]([CH:5]1[CH2:10][CH2:9][NH:8][CH2:7][CH2:6]1)(=[O:4])=[O:3], predict the reactants needed to synthesize it.